Dataset: CYP2D6 inhibition data for predicting drug metabolism from PubChem BioAssay. Task: Regression/Classification. Given a drug SMILES string, predict its absorption, distribution, metabolism, or excretion properties. Task type varies by dataset: regression for continuous measurements (e.g., permeability, clearance, half-life) or binary classification for categorical outcomes (e.g., BBB penetration, CYP inhibition). Dataset: cyp2d6_veith. (1) The molecule is O=C(COC(=O)c1cccnc1Nc1cccc(C(F)(F)F)c1)NCc1ccc2c(c1)OCO2. The result is 1 (inhibitor). (2) The molecule is COc1ccc2[nH]cc(CCNc3ncnc4ccc(-c5ccc6c(c5)OCO6)cc34)c2c1. The result is 1 (inhibitor). (3) The compound is CN(C)Cc1ccccc1-c1nc(N(C)C)c2ccccc2n1. The result is 1 (inhibitor).